From a dataset of Peptide-MHC class II binding affinity with 134,281 pairs from IEDB. Regression. Given a peptide amino acid sequence and an MHC pseudo amino acid sequence, predict their binding affinity value. This is MHC class II binding data. (1) The peptide sequence is KKWIKVEYGNLSLSGIA. The MHC is DRB1_1101 with pseudo-sequence DRB1_1101. The binding affinity (normalized) is 0.512. (2) The peptide sequence is IVTHFPFDEQNCSMKLG. The MHC is DRB1_0401 with pseudo-sequence DRB1_0401. The binding affinity (normalized) is 0. (3) The peptide sequence is KKEGNTSLLWNGPMAVS. The MHC is DRB1_1301 with pseudo-sequence DRB1_1301. The binding affinity (normalized) is 0. (4) The peptide sequence is PAADKFKTFEAAFTS. The MHC is DRB1_0405 with pseudo-sequence DRB1_0405. The binding affinity (normalized) is 0.547. (5) The peptide sequence is DFHPGAGKTRRFLPQ. The MHC is DRB3_0101 with pseudo-sequence DRB3_0101. The binding affinity (normalized) is 0.368.